From a dataset of Full USPTO retrosynthesis dataset with 1.9M reactions from patents (1976-2016). Predict the reactants needed to synthesize the given product. (1) Given the product [F:17][C:18]([F:23])([F:22])[C@@H:19]([OH:20])[CH2:21][N:1]1[CH2:6][CH2:5][CH2:4][CH:3]([C:7]2[CH:12]=[N:11][C:10]([C:13]([F:16])([F:14])[F:15])=[CH:9][CH:8]=2)[CH2:2]1, predict the reactants needed to synthesize it. The reactants are: [NH:1]1[CH2:6][CH2:5][CH2:4][CH:3]([C:7]2[CH:8]=[CH:9][C:10]([C:13]([F:16])([F:15])[F:14])=[N:11][CH:12]=2)[CH2:2]1.[F:17][C:18]([F:23])([F:22])[C@@H:19]1[CH2:21][O:20]1. (2) The reactants are: [O:1]1[C:5]2[CH:6]=[CH:7][CH:8]=[CH:9][C:4]=2[CH:3]=[C:2]1[C:10]([NH:12][C:13]1([C:19]([NH:21][CH:22]2[CH2:27][CH2:26][N:25]([C:28]3[CH:33]=[CH:32][CH:31]=[CH:30][C:29]=3[S:34][CH:35]([CH3:37])[CH3:36])[CH2:24][CH:23]2[OH:38])=[O:20])[CH2:18][CH2:17][CH2:16][CH2:15][CH2:14]1)=[O:11].C(N(CC)CC)C.CS(C)=[O:48]. Given the product [O:1]1[C:5]2[CH:6]=[CH:7][CH:8]=[CH:9][C:4]=2[CH:3]=[C:2]1[C:10]([NH:12][C:13]1([C:19]([NH:21][CH:22]2[CH2:27][CH2:26][N:25]([C:28]3[CH:33]=[CH:32][CH:31]=[CH:30][C:29]=3[S:34]([CH:35]([CH3:36])[CH3:37])=[O:48])[CH2:24][C:23]2=[O:38])=[O:20])[CH2:18][CH2:17][CH2:16][CH2:15][CH2:14]1)=[O:11], predict the reactants needed to synthesize it. (3) Given the product [C:1]([OH:8])(=[O:7])/[CH:2]=[CH:3]\[C:4]([OH:6])=[O:5].[Cl:9][C:10]1[CH:15]=[C:14]([Cl:16])[C:13]([F:17])=[CH:12][C:11]=1[C:18]1[O:19][C:20]2[C:25]([C:26](=[O:28])[CH:27]=1)=[C:24]([OH:29])[CH:23]=[C:22]([OH:30])[C:21]=2[C@@H:31]1[CH2:35][CH2:34][N:33]([CH3:36])[C@H:32]1[CH2:37][OH:38], predict the reactants needed to synthesize it. The reactants are: [C:1]([OH:8])(=[O:7])/[CH:2]=[CH:3]\[C:4]([OH:6])=[O:5].[Cl:9][C:10]1[CH:15]=[C:14]([Cl:16])[C:13]([F:17])=[CH:12][C:11]=1[C:18]1[O:19][C:20]2[C:25]([C:26](=[O:28])[CH:27]=1)=[C:24]([OH:29])[CH:23]=[C:22]([OH:30])[C:21]=2[C@@H:31]1[CH2:35][CH2:34][N:33]([CH3:36])[C@H:32]1[CH2:37][OH:38]. (4) Given the product [OH:11][C:9]1[N:10]=[C:5]2[CH:4]=[CH:3][C:2]([C:20]3[CH:21]=[CH:22][CH:23]=[CH:24][C:19]=3[C:18]([F:29])([F:28])[F:17])=[N:7][N:6]2[C:8]=1[C:12]([O:14][CH2:15][CH3:16])=[O:13], predict the reactants needed to synthesize it. The reactants are: Cl[C:2]1[CH:3]=[CH:4][C:5]2[N:6]([C:8]([C:12]([O:14][CH2:15][CH3:16])=[O:13])=[C:9]([OH:11])[N:10]=2)[N:7]=1.[F:17][C:18]([F:29])([F:28])[C:19]1[CH:24]=[CH:23][CH:22]=[CH:21][C:20]=1B(O)O.[O-]P([O-])([O-])=O.[K+].[K+].[K+].CC(C1C=C(C(C)C)C(C2C=CC=CC=2P(C2CCCCC2)C2CCCCC2)=C(C(C)C)C=1)C. (5) Given the product [CH3:6][O:7][C:8]1[CH:9]=[C:10]([C:16]2[N:21]=[C:20]([C:22]([N:42]3[CH2:41][CH2:40][N:39]([C:36]4[CH:35]=[CH:34][C:33]([O:32][CH3:31])=[CH:38][CH:37]=4)[CH2:44][CH2:43]3)=[O:24])[CH:19]=[CH:18][CH:17]=2)[CH:11]=[CH:12][C:13]=1[O:14][CH3:15], predict the reactants needed to synthesize it. The reactants are: C1COCC1.[CH3:6][O:7][C:8]1[CH:9]=[C:10]([C:16]2[N:21]=[C:20]([C:22]([OH:24])=O)[CH:19]=[CH:18][CH:17]=2)[CH:11]=[CH:12][C:13]=1[O:14][CH3:15].C(Cl)(=O)C(Cl)=O.[CH3:31][O:32][C:33]1[CH:38]=[CH:37][C:36]([N:39]2[CH2:44][CH2:43][NH:42][CH2:41][CH2:40]2)=[CH:35][CH:34]=1. (6) Given the product [Br:16][C:13]1[CH:14]=[CH:15][C:10]2[N:11]([C:3]([C:4]([O:6][CH2:22][CH3:23])=[O:5])=[CH:7][N:9]=2)[CH:12]=1, predict the reactants needed to synthesize it. The reactants are: [K+].Cl[CH:3]([CH:7]=O)[C:4]([O-:6])=[O:5].[NH2:9][C:10]1[CH:15]=[CH:14][C:13]([Br:16])=[CH:12][N:11]=1.S(=O)(=O)(O)O.[CH2:22](O)[CH3:23]. (7) The reactants are: [Cl:1][C:2]1[CH:7]=[CH:6][C:5]([C:8]2[C:9]([CH:14]([NH2:23])[CH2:15][NH:16][C:17]3[CH:21]=[C:20]([CH3:22])[NH:19][N:18]=3)=[N:10][NH:11][C:12]=2[CH3:13])=[CH:4][CH:3]=1. Given the product [ClH:1].[ClH:1].[Cl:1][C:2]1[CH:3]=[CH:4][C:5]([C:8]2[C:9]([CH:14]([NH2:23])[CH2:15][NH:16][C:17]3[CH:21]=[C:20]([CH3:22])[NH:19][N:18]=3)=[N:10][NH:11][C:12]=2[CH3:13])=[CH:6][CH:7]=1, predict the reactants needed to synthesize it. (8) Given the product [CH3:14][S:15][C:3]1[CH:4]=[C:5]([CH2:9][CH2:10][NH:11][CH:12]=[O:13])[CH:6]=[CH:7][CH:8]=1, predict the reactants needed to synthesize it. The reactants are: CO[C:3]1[CH:4]=[C:5]([CH2:9][CH2:10][NH:11][CH:12]=[O:13])[CH:6]=[CH:7][CH:8]=1.[CH3:14][S:15]C1C=C(CCN)C=CC=1.C(OC=O)C.